Dataset: Peptide-MHC class I binding affinity with 185,985 pairs from IEDB/IMGT. Task: Regression. Given a peptide amino acid sequence and an MHC pseudo amino acid sequence, predict their binding affinity value. This is MHC class I binding data. (1) The binding affinity (normalized) is 0. The peptide sequence is MFTNRSGSQ. The MHC is HLA-A32:01 with pseudo-sequence HLA-A32:01. (2) The peptide sequence is KQWRGDKML. The MHC is BoLA-HD6 with pseudo-sequence BoLA-HD6. The binding affinity (normalized) is 0.851.